This data is from Forward reaction prediction with 1.9M reactions from USPTO patents (1976-2016). The task is: Predict the product of the given reaction. (1) Given the reactants [C:1]([O:4][C@H:5]1[C@@H:10]([O:11][C:12](=[O:14])[CH3:13])[C@H:9]([O:15][C:16](=[O:18])[CH3:17])[C@@H:8]([CH2:19][O:20][C:21](=O)[CH3:22])[O:7][CH:6]1Br)(=[O:3])[CH3:2].C([CH:28]1[CH:33](O)[CH:32](O)[CH:31](O)[CH:30]([CH2:37]O)O1)C=C, predict the reaction product. The product is: [C:30]1([CH:6]2[O:7][CH:8]([CH2:19][OH:20])[CH:9]([OH:15])[CH:10]([OH:11])[CH:5]2[OH:4])[CH:31]=[CH:32][CH:33]=[CH:28][CH:37]=1.[C:12]([O:11][CH:10]1[CH:5]([O:4][C:1](=[O:3])[CH3:2])[CH:6]([C:31]2[CH:30]=[CH:37][CH:28]=[CH:33][CH:32]=2)[O:7][CH:8]([CH2:19][O:20][C:21]([C:22]2[CH:5]=[CH:10][CH:9]=[CH:8][CH:19]=2)([C:30]2[CH:31]=[CH:32][CH:33]=[CH:28][CH:37]=2)[C:31]2[CH:30]=[CH:37][CH:28]=[CH:33][CH:32]=2)[CH:9]1[O:15][C:16](=[O:18])[CH3:17])(=[O:14])[CH3:13]. (2) Given the reactants [F:1][C:2]1[CH:7]=[CH:6][C:5]([N:8]2[CH:11]([C:12]3[CH:17]=[CH:16][C:15]([O:18][CH2:19][C:20]([O:22]C(C)(C)C)=[O:21])=[CH:14][CH:13]=3)[CH:10]([CH2:27][CH2:28][O:29][C:30]3[CH:35]=[CH:34][C:33]([F:36])=[CH:32][CH:31]=3)[C:9]2=[O:37])=[CH:4][CH:3]=1, predict the reaction product. The product is: [F:1][C:2]1[CH:3]=[CH:4][C:5]([N:8]2[CH:11]([C:12]3[CH:13]=[CH:14][C:15]([O:18][CH2:19][C:20]([OH:22])=[O:21])=[CH:16][CH:17]=3)[CH:10]([CH2:27][CH2:28][O:29][C:30]3[CH:31]=[CH:32][C:33]([F:36])=[CH:34][CH:35]=3)[C:9]2=[O:37])=[CH:6][CH:7]=1. (3) The product is: [Br:8][C:6]1[N:7]=[C:2]([NH:25][C@H:22]2[CH2:23][CH2:24][C@H:19]([O:18][CH3:17])[CH2:20][CH2:21]2)[C:3]([NH:9][CH2:10][C:11]([O:13][CH2:14][CH3:15])=[O:12])=[N:4][CH:5]=1. Given the reactants Br[C:2]1[C:3]([NH:9][CH2:10][C:11]([O:13][CH2:14][CH3:15])=[O:12])=[N:4][CH:5]=[C:6]([Br:8])[N:7]=1.Cl.[CH3:17][O:18][C@H:19]1[CH2:24][CH2:23][C@H:22]([NH2:25])[CH2:21][CH2:20]1.CN1C(=O)CCC1.CCN(C(C)C)C(C)C, predict the reaction product. (4) The product is: [NH2:19][C:20]1[CH:25]=[CH:24][C:23]([C:26]2[CH:27]=[C:28]3[C:32](=[CH:33][CH:34]=2)[NH:31][CH:30]=[CH:29]3)=[CH:22][C:21]=1[NH:45][C:46](=[O:55])[C:47]1[CH:52]=[CH:51][C:50]([O:53][CH3:54])=[CH:49][CH:48]=1. Given the reactants CCCC[N+](CCCC)(CCCC)CCCC.[F-].[NH2:19][C:20]1[CH:25]=[CH:24][C:23]([C:26]2[CH:27]=[C:28]3[C:32](=[CH:33][CH:34]=2)[N:31]([Si](C(C)C)(C(C)C)C(C)C)[CH:30]=[CH:29]3)=[CH:22][C:21]=1[NH:45][C:46](=[O:55])[C:47]1[CH:52]=[CH:51][C:50]([O:53][CH3:54])=[CH:49][CH:48]=1, predict the reaction product. (5) Given the reactants [Cl:1][C:2]1[C:3]([CH3:7])=[N:4][NH:5][CH:6]=1.[CH2:8]=[O:9], predict the reaction product. The product is: [OH:9][CH2:8][N:5]1[CH:6]=[C:2]([Cl:1])[C:3]([CH3:7])=[N:4]1. (6) Given the reactants [NH:1]1[C:5]2[CH:6]=[CH:7][CH:8]=[CH:9][C:4]=2[N:3]=[N:2]1.[CH:10]1([NH2:15])[CH2:14][CH2:13][CH2:12]C1.[CH2:16]=O, predict the reaction product. The product is: [N:1]1([CH2:16][NH:15][CH:10]2[CH2:12][CH2:13][CH2:14]2)[C:5]2[CH:6]=[CH:7][CH:8]=[CH:9][C:4]=2[N:3]=[N:2]1. (7) Given the reactants [NH3:1].Cl[C:3]1[N:4]=[C:5]([S:14][CH3:15])[N:6]=[N:7][C:8]=1[C:9]([O:11][CH2:12][CH3:13])=[O:10], predict the reaction product. The product is: [NH2:1][C:3]1[N:4]=[C:5]([S:14][CH3:15])[N:6]=[N:7][C:8]=1[C:9]([O:11][CH2:12][CH3:13])=[O:10].